Task: Predict the product of the given reaction.. Dataset: Forward reaction prediction with 1.9M reactions from USPTO patents (1976-2016) (1) Given the reactants [OH:1][CH2:2][CH2:3][CH2:4][CH2:5][C@H:6]([NH:15][C:16]([NH:18][C:19]1[CH:24]=[CH:23][CH:22]=[CH:21][CH:20]=1)=[O:17])[C:7](=[O:14])[N:8]1[CH2:13][CH2:12][CH2:11][CH2:10][CH2:9]1.O1CCCC1.CCN(CC)CC.[CH3:37][S:38](Cl)(=[O:40])=[O:39], predict the reaction product. The product is: [CH3:37][S:38]([O:1][CH2:2][CH2:3][CH2:4][CH2:5][C@H:6]([NH:15][C:16]([NH:18][C:19]1[CH:20]=[CH:21][CH:22]=[CH:23][CH:24]=1)=[O:17])[C:7](=[O:14])[N:8]1[CH2:9][CH2:10][CH2:11][CH2:12][CH2:13]1)(=[O:40])=[O:39]. (2) Given the reactants [N+:1]([C:4]1[CH:5]=[N:6][C:7]2[C:12]([C:13]=1[NH:14][CH2:15][CH2:16][CH2:17][CH2:18]O)=[CH:11][CH:10]=[CH:9][CH:8]=2)([O-:3])=[O:2].S(Cl)([Cl:22])=O, predict the reaction product. The product is: [Cl:22][CH2:18][CH2:17][CH2:16][CH2:15][NH:14][C:13]1[C:12]2[C:7](=[CH:8][CH:9]=[CH:10][CH:11]=2)[N:6]=[CH:5][C:4]=1[N+:1]([O-:3])=[O:2]. (3) Given the reactants CCN=C=NCCCN(C)C.[NH2:12][C:13]12[C:31](=[O:32])[C:30]3[C:25](=[CH:26][CH:27]=[CH:28][C:29]=3[N+]([O-])=O)[C:14]1([OH:36])[O:15][C:16]1[CH:21]=[C:20]([CH:22]([CH3:24])[CH3:23])[CH:19]=[CH:18][C:17]=12.C1C=CC2N(O)N=NC=2C=1.[C:47](O)(=[O:54])[C:48]1[CH:53]=[CH:52][CH:51]=[N:50][CH:49]=1, predict the reaction product. The product is: [OH:36][C:14]12[C:25]3[C:30](=[CH:29][CH:28]=[CH:27][CH:26]=3)[C:31](=[O:32])[C:13]1([NH:12][C:47](=[O:54])[C:48]1[CH:53]=[CH:52][CH:51]=[N:50][CH:49]=1)[C:17]1[CH:18]=[CH:19][C:20]([CH:22]([CH3:24])[CH3:23])=[CH:21][C:16]=1[O:15]2. (4) Given the reactants [OH:1][C:2]1[CH:7]=[CH:6][C:5]([CH2:8][C:9]([O:11][CH2:12][CH3:13])=[O:10])=[CH:4][CH:3]=1.C1C(=O)N([Cl:21])C(=O)C1, predict the reaction product. The product is: [Cl:21][C:7]1[CH:6]=[C:5]([CH2:8][C:9]([O:11][CH2:12][CH3:13])=[O:10])[CH:4]=[CH:3][C:2]=1[OH:1].